From a dataset of Catalyst prediction with 721,799 reactions and 888 catalyst types from USPTO. Predict which catalyst facilitates the given reaction. (1) Reactant: [F:1][C:2]([F:12])([C:5]1[CH:10]=[CH:9][C:8]([CH3:11])=[CH:7][N:6]=1)[CH2:3][OH:4].CCN(C(C)C)C(C)C.[O:22](S(C(F)(F)F)(=O)=O)[S:23]([C:26]([F:29])([F:28])[F:27])(=O)=[O:24]. Product: [F:27][C:26]([F:29])([F:28])[S:23]([O:4][CH2:3][C:2]([F:1])([F:12])[C:5]1[CH:10]=[CH:9][C:8]([CH3:11])=[CH:7][N:6]=1)(=[O:24])=[O:22]. The catalyst class is: 28. (2) Reactant: C([O:9][CH2:10][CH2:11][O:12][CH2:13][CH2:14][N:15]1[C:23]2[C:22](Cl)=[N:21][CH:20]=[N:19][C:18]=2[CH:17]=[CH:16]1)(=O)C1C=CC=CC=1.[CH3:25][C:26]1[N:31]=[CH:30][C:29]([O:32][C:33]2[CH:39]=[CH:38][C:36]([NH2:37])=[CH:35][C:34]=2[C:40]([F:43])([F:42])[F:41])=[CH:28][CH:27]=1.CN1CCCC1=O. Product: [CH3:25][C:26]1[N:31]=[CH:30][C:29]([O:32][C:33]2[CH:39]=[CH:38][C:36]([NH:37][C:22]3[C:23]4[N:15]([CH2:14][CH2:13][O:12][CH2:11][CH2:10][OH:9])[CH:16]=[CH:17][C:18]=4[N:19]=[CH:20][N:21]=3)=[CH:35][C:34]=2[C:40]([F:43])([F:41])[F:42])=[CH:28][CH:27]=1. The catalyst class is: 13. (3) Reactant: Cl[C:2]1[CH:7]=[CH:6][N:5]2[N:8]=[CH:9][C:10]([CH2:11][N:12]3[CH2:16][CH:15]([CH2:17][CH2:18][CH3:19])[CH2:14][C:13]3=[O:20])=[C:4]2[N:3]=1.[CH3:21][O-:22].[Na+]. Product: [CH3:21][O:22][C:2]1[CH:7]=[CH:6][N:5]2[N:8]=[CH:9][C:10]([CH2:11][N:12]3[CH2:16][CH:15]([CH2:17][CH2:18][CH3:19])[CH2:14][C:13]3=[O:20])=[C:4]2[N:3]=1. The catalyst class is: 5. (4) Reactant: [N:1]1[CH:6]=[CH:5][N:4]=[CH:3][C:2]=1[NH:7][C:8](=[O:15])OCC(Cl)(Cl)Cl.[F:16][C:17]1[CH:22]=[CH:21][CH:20]=[CH:19][C:18]=1[C:23]1[N:24]=[C:25]([N:28]2[CH2:33][CH2:32][NH:31][CH2:30][CH2:29]2)[S:26][CH:27]=1.C(N(C(C)C)CC)(C)C.O. Product: [F:16][C:17]1[CH:22]=[CH:21][CH:20]=[CH:19][C:18]=1[C:23]1[N:24]=[C:25]([N:28]2[CH2:29][CH2:30][N:31]([C:8]([NH:7][C:2]3[CH:3]=[N:4][CH:5]=[CH:6][N:1]=3)=[O:15])[CH2:32][CH2:33]2)[S:26][CH:27]=1. The catalyst class is: 16. (5) Reactant: [F:1][C:2]1[CH:3]=[CH:4][C:5]([CH:9](O)[CH3:10])=[N:6][C:7]=1[CH3:8].C(N(CC)CC)C.CS(Cl)(=O)=O.[N-:24]=[N+:25]=[N-:26].[Na+]. Product: [N:24]([CH:9]([C:5]1[N:6]=[C:7]([CH3:8])[C:2]([F:1])=[CH:3][CH:4]=1)[CH3:10])=[N+:25]=[N-:26]. The catalyst class is: 85. (6) Reactant: C[O:2][C:3](=[O:26])[C:4]1[CH:9]=[CH:8][C:7]([O:10][CH2:11][CH2:12][N:13]2[CH2:18][CH2:17][N:16]([CH2:19][CH2:20][C:21]([CH3:24])([CH3:23])[CH3:22])[CH2:15][CH2:14]2)=[C:6]([CH3:25])[CH:5]=1.[OH-].[Na+]. Product: [CH3:22][C:21]([CH3:24])([CH3:23])[CH2:20][CH2:19][N:16]1[CH2:17][CH2:18][N:13]([CH2:12][CH2:11][O:10][C:7]2[CH:8]=[CH:9][C:4]([C:3]([OH:26])=[O:2])=[CH:5][C:6]=2[CH3:25])[CH2:14][CH2:15]1. The catalyst class is: 12. (7) Reactant: [C:1]([C:3]1[N:4]=[C:5]([C:16]([OH:18])=O)[N:6]([CH2:8][O:9][CH2:10][CH2:11][Si:12]([CH3:15])([CH3:14])[CH3:13])[CH:7]=1)#[N:2].[K+].C(C1N=C(C([O-])=O)N(COCC[Si](C)(C)C)C=1)#N.CCN(C(C)C)C(C)C.[C:47]1([C:53]2[CH:58]=[C:57]([CH:59]3[CH2:64][CH2:63][N:62]([O:65][CH3:66])[CH2:61][CH2:60]3)[CH:56]=[CH:55][C:54]=2[NH2:67])[CH2:52][CH2:51][CH2:50][CH2:49][CH:48]=1.C1CN([P+](Br)(N2CCCC2)N2CCCC2)CC1.F[P-](F)(F)(F)(F)F. Product: [C:47]1([C:53]2[CH:58]=[C:57]([CH:59]3[CH2:64][CH2:63][N:62]([O:65][CH3:66])[CH2:61][CH2:60]3)[CH:56]=[CH:55][C:54]=2[NH:67][C:16]([C:5]2[N:6]([CH2:8][O:9][CH2:10][CH2:11][Si:12]([CH3:13])([CH3:14])[CH3:15])[CH:7]=[C:3]([C:1]#[N:2])[N:4]=2)=[O:18])[CH2:52][CH2:51][CH2:50][CH2:49][CH:48]=1. The catalyst class is: 2.